Predict which catalyst facilitates the given reaction. From a dataset of Catalyst prediction with 721,799 reactions and 888 catalyst types from USPTO. (1) Reactant: [CH2:1]([O:3][C:4]([CH:6]1[C:15]([CH2:16]O)=[CH:14][C:13]2[C:8](=[CH:9][CH:10]=[CH:11][CH:12]=2)[O:7]1)=[O:5])[CH3:2].C(Br)(Br)(Br)[Br:19].C1(P(C2C=CC=CC=2)C2C=CC=CC=2)C=CC=CC=1. Product: [CH2:1]([O:3][C:4]([CH:6]1[C:15]([CH2:16][Br:19])=[CH:14][C:13]2[C:8](=[CH:9][CH:10]=[CH:11][CH:12]=2)[O:7]1)=[O:5])[CH3:2]. The catalyst class is: 2. (2) Reactant: [NH:1]([C:3]([C:5]1[CH:6]=[C:7]([S:11]([N:14]([CH3:16])[CH3:15])(=[O:13])=[O:12])[CH:8]=[CH:9][CH:10]=1)=[O:4])[NH2:2].[Cl:17][C:18]1[CH:19]=[CH:20][C:21]([OH:27])=[C:22]([C:24](=O)[CH3:25])[CH:23]=1. Product: [Cl:17][C:18]1[CH:19]=[CH:20][C:21]([OH:27])=[C:22](/[C:24](=[N:2]/[NH:1][C:3]([C:5]2[CH:6]=[C:7]([S:11]([N:14]([CH3:16])[CH3:15])(=[O:13])=[O:12])[CH:8]=[CH:9][CH:10]=2)=[O:4])/[CH3:25])[CH:23]=1. The catalyst class is: 130.